From a dataset of Forward reaction prediction with 1.9M reactions from USPTO patents (1976-2016). Predict the product of the given reaction. (1) The product is: [ClH:59].[ClH:59].[ClH:59].[CH:1]([C@@H:14]1[N:19]2[CH2:20][CH2:21][NH:22][CH2:23][C@@H:18]2[CH2:17][N:16]([CH2:34][C:35]2[CH:40]=[C:39]([N:41]3[C:45]([C:46]([F:49])([F:48])[F:47])=[N:44][N:43]=[N:42]3)[CH:38]=[CH:37][C:36]=2[O:50][CH3:51])[CH2:15]1)([C:2]1[CH:3]=[CH:4][CH:5]=[CH:6][CH:7]=1)[C:8]1[CH:13]=[CH:12][CH:11]=[CH:10][CH:9]=1. Given the reactants [CH:1]([C@@H:14]1[N:19]2[CH2:20][CH2:21][N:22](C(OCC3C=CC=CC=3)=O)[CH2:23][C@@H:18]2[CH2:17][N:16]([CH2:34][C:35]2[CH:40]=[C:39]([N:41]3[C:45]([C:46]([F:49])([F:48])[F:47])=[N:44][N:43]=[N:42]3)[CH:38]=[CH:37][C:36]=2[O:50][CH3:51])[CH2:15]1)([C:8]1[CH:13]=[CH:12][CH:11]=[CH:10][CH:9]=1)[C:2]1[CH:7]=[CH:6][CH:5]=[CH:4][CH:3]=1.C(N(CC)CC)C.[ClH:59], predict the reaction product. (2) Given the reactants [F:1][C:2]1[CH:3]=[CH:4][C:5]([NH:8][C:9](=[O:14])[C:10]([CH3:13])([CH3:12])[CH3:11])=[N:6][CH:7]=1.C([Li])CCC.CN(C)[CH:22]=[O:23], predict the reaction product. The product is: [F:1][C:2]1[CH:3]=[C:4]([CH:22]=[O:23])[C:5]([NH:8][C:9](=[O:14])[C:10]([CH3:11])([CH3:13])[CH3:12])=[N:6][CH:7]=1.